From a dataset of Peptide-MHC class II binding affinity with 134,281 pairs from IEDB. Regression. Given a peptide amino acid sequence and an MHC pseudo amino acid sequence, predict their binding affinity value. This is MHC class II binding data. (1) The peptide sequence is KSSKPLVGPFNFRFM. The MHC is HLA-DPA10201-DPB11401 with pseudo-sequence HLA-DPA10201-DPB11401. The binding affinity (normalized) is 0.190. (2) The peptide sequence is IMKDGRKLVVPCRPQ. The MHC is DRB1_0301 with pseudo-sequence DRB1_0301. The binding affinity (normalized) is 0.446. (3) The peptide sequence is ICGIVYWMRRHTQKAPKRIRLPHIRED. The binding affinity (normalized) is 0.284. The MHC is DRB3_0101 with pseudo-sequence DRB3_0101. (4) The peptide sequence is YDKFLANVSTVLLGK. The MHC is DRB1_0701 with pseudo-sequence DRB1_0701. The binding affinity (normalized) is 0.801. (5) The peptide sequence is LIGLRIVFAVLSIVNRVRQG. The MHC is DRB1_1602 with pseudo-sequence DRB1_1602. The binding affinity (normalized) is 0.403. (6) The peptide sequence is GINTRNMTMSMSMIL. The MHC is DRB1_0901 with pseudo-sequence DRB1_0901. The binding affinity (normalized) is 0.425. (7) The peptide sequence is LGAWVLGEPKMTKAL. The MHC is H-2-IAb with pseudo-sequence H-2-IAb. The binding affinity (normalized) is 0.533. (8) The peptide sequence is LDEVYNAAYNAADHA. The MHC is HLA-DQA10102-DQB10502 with pseudo-sequence HLA-DQA10102-DQB10502. The binding affinity (normalized) is 0.697. (9) The peptide sequence is LAAAAAWDALAAELY. The MHC is HLA-DQA10102-DQB10602 with pseudo-sequence HLA-DQA10102-DQB10602. The binding affinity (normalized) is 0.819.